Dataset: Reaction yield outcomes from USPTO patents with 853,638 reactions. Task: Predict the reaction yield, written as a fraction of the theoretical maximum amount of product (1.0 means a 100% yield; for example, 0.34 means a 34% yield). (1) The reactants are [CH2:1]([N:4]([CH2:15][CH:16]([OH:20])[CH2:17][CH:18]=[CH2:19])[C:5](=[O:14])[O:6][CH2:7][C:8]1[CH:13]=[CH:12][CH:11]=[CH:10][CH:9]=1)C=C. The catalyst is C(Cl)Cl. The product is [OH:20][CH:16]1[CH2:17][CH:18]=[CH:19][CH2:1][N:4]([C:5]([O:6][CH2:7][C:8]2[CH:9]=[CH:10][CH:11]=[CH:12][CH:13]=2)=[O:14])[CH2:15]1. The yield is 0.475. (2) The reactants are [NH2:1][C:2]1[CH:3]=[N:4][CH:5]=[CH:6][C:7]=1[N:8]1[CH2:13][CH2:12][C@@H:11]2[O:14][C:15](=[O:24])[N:16]([C:17]([O:19][C:20]([CH3:23])([CH3:22])[CH3:21])=[O:18])[C@@H:10]2[CH2:9]1.[NH2:25][C:26]1[C:27]([C:40](O)=[O:41])=[N:28][C:29]([C:32]2[C:37]([F:38])=[CH:36][CH:35]=[CH:34][C:33]=2[F:39])=[CH:30][CH:31]=1.C(Cl)CCl.C1C=NC2N(O)N=NC=2C=1. The catalyst is CN(C=O)C.O. The product is [NH2:25][C:26]1[C:27]([C:40]([NH:1][C:2]2[CH:3]=[N:4][CH:5]=[CH:6][C:7]=2[N:8]2[CH2:13][CH2:12][C@@H:11]3[O:14][C:15](=[O:24])[N:16]([C:17]([O:19][C:20]([CH3:21])([CH3:23])[CH3:22])=[O:18])[C@@H:10]3[CH2:9]2)=[O:41])=[N:28][C:29]([C:32]2[C:33]([F:39])=[CH:34][CH:35]=[CH:36][C:37]=2[F:38])=[CH:30][CH:31]=1. The yield is 0.460. (3) The reactants are [C:1]([C:5]1[CH:10]=[C:9]([C:11]2[CH:16]=[CH:15][CH:14]=[CH:13][C:12]=2[O:17][CH2:18][CH3:19])[C:8]([N+:20]([O-])=O)=[CH:7][C:6]=1[OH:23])([CH3:4])([CH3:3])[CH3:2]. The catalyst is CO.[Ni]. The product is [C:1]([C:5]1[CH:10]=[C:9]([C:11]2[CH:16]=[CH:15][CH:14]=[CH:13][C:12]=2[O:17][CH2:18][CH3:19])[C:8]([NH2:20])=[CH:7][C:6]=1[OH:23])([CH3:3])([CH3:2])[CH3:4]. The yield is 0.920. (4) The reactants are C(OC(=O)[N:7]([C:19]1[CH:24]=[CH:23][C:22]([CH:25](O)[C:26]2[C:34]3[C:29](=[N:30][CH:31]=[C:32]([O:35][Si:36]([CH:43]([CH3:45])[CH3:44])([CH:40]([CH3:42])[CH3:41])[CH:37]([CH3:39])[CH3:38])[CH:33]=3)[NH:28][CH:27]=2)=[CH:21][N:20]=1)[CH2:8][C:9]1[CH:14]=[CH:13][C:12]([C:15]([F:18])([F:17])[F:16])=[CH:11][CH:10]=1)(C)(C)C.FC(F)(F)C(O)=O.C([SiH](CC)CC)C. The catalyst is C(#N)C. The product is [F:17][C:15]([F:16])([F:18])[C:12]1[CH:13]=[CH:14][C:9]([CH2:8][NH:7][C:19]2[CH:24]=[CH:23][C:22]([CH2:25][C:26]3[C:34]4[C:29](=[N:30][CH:31]=[C:32]([O:35][Si:36]([CH:40]([CH3:42])[CH3:41])([CH:37]([CH3:38])[CH3:39])[CH:43]([CH3:44])[CH3:45])[CH:33]=4)[NH:28][CH:27]=3)=[CH:21][N:20]=2)=[CH:10][CH:11]=1. The yield is 0.970. (5) The reactants are [NH:1]([C:3]1[CH:11]=[CH:10][C:6]([C:7]([OH:9])=[O:8])=[CH:5][CH:4]=1)N.[C:12]1(=O)[CH2:17][CH2:16][CH2:15][CH2:14][CH2:13]1. The catalyst is S(=O)(=O)(O)O. The product is [CH2:14]1[C:13]2[NH:1][C:3]3[C:11](=[CH:10][C:6]([C:7]([OH:9])=[O:8])=[CH:5][CH:4]=3)[C:12]=2[CH2:17][CH2:16][CH2:15]1. The yield is 0.990. (6) The reactants are [C:1]1(/[CH:7]=[CH:8]/[S:9](Cl)(=[O:11])=[O:10])[CH:6]=[CH:5][CH:4]=[CH:3][CH:2]=1.[CH3:13][O:14][C:15](=[O:25])[CH:16]=[CH:17][C:18]1[CH:23]=[CH:22][CH:21]=[C:20]([NH2:24])[CH:19]=1.C([O-])(O)=O.[Na+]. The catalyst is O1CCOCC1.O. The product is [CH3:13][O:14][C:15](=[O:25])[CH:16]=[CH:17][C:18]1[CH:23]=[CH:22][CH:21]=[C:20]([NH:24][S:9](/[CH:8]=[CH:7]/[C:1]2[CH:6]=[CH:5][CH:4]=[CH:3][CH:2]=2)(=[O:11])=[O:10])[CH:19]=1. The yield is 0.700.